From a dataset of Forward reaction prediction with 1.9M reactions from USPTO patents (1976-2016). Predict the product of the given reaction. (1) Given the reactants [OH:1][N:2]=[C:3]([C@H:5]1[CH2:10][CH2:9][C@H:8]([C:11]([O:13][CH3:14])=[O:12])[CH2:7][CH2:6]1)[NH2:4].[C:15](N1C=CN=C1)(N1C=CN=C1)=[O:16], predict the reaction product. The product is: [O:16]=[C:15]1[O:1][N:2]=[C:3]([C@H:5]2[CH2:6][CH2:7][C@H:8]([C:11]([O:13][CH3:14])=[O:12])[CH2:9][CH2:10]2)[NH:4]1. (2) Given the reactants [Cl:1][C:2]1[C:3]([CH2:12][OH:13])=[N:4][CH:5]=[C:6]([O:8][CH:9]([F:11])[F:10])[CH:7]=1, predict the reaction product. The product is: [Cl:1][C:2]1[C:3]([CH:12]=[O:13])=[N:4][CH:5]=[C:6]([O:8][CH:9]([F:11])[F:10])[CH:7]=1. (3) Given the reactants [Si:1]([O:8][CH2:9][CH2:10][N:11]1[C@@H:16]([CH3:17])[CH2:15][N:14](C(OCC2C=CC=CC=2)=O)[CH2:13][C@H:12]1[CH3:28])([C:4]([CH3:7])([CH3:6])[CH3:5])([CH3:3])[CH3:2], predict the reaction product. The product is: [Si:1]([O:8][CH2:9][CH2:10][N:11]1[C@@H:16]([CH3:17])[CH2:15][NH:14][CH2:13][C@H:12]1[CH3:28])([C:4]([CH3:7])([CH3:5])[CH3:6])([CH3:3])[CH3:2]. (4) The product is: [CH:18]1([CH2:21][O:22][C:4]2[N:9]=[C:8]([C:10]([OH:12])=[O:11])[CH:7]=[CH:6][C:5]=2[C:13]2([F:17])[CH2:16][CH2:15][CH2:14]2)[CH2:20][CH2:19]1. Given the reactants [OH-].[K+].Cl[C:4]1[N:9]=[C:8]([C:10]([OH:12])=[O:11])[CH:7]=[CH:6][C:5]=1[C:13]1([F:17])[CH2:16][CH2:15][CH2:14]1.[CH:18]1([CH2:21][OH:22])[CH2:20][CH2:19]1, predict the reaction product. (5) Given the reactants NC1N=C(NC2CCN([C:7](=[O:8])[C:9]3[CH:14]=[CH:13][C:12](I)=[CH:11][CH:10]=3)CC2)SC=1[C:7]([C:9]1[C:14](F)=[CH:13][CH:12]=[CH:11][C:10]=1F)=[O:8].[NH2:33][C:34]1[N:35]=[C:36]([NH:49][CH:50]2[CH2:53][NH:52][CH2:51]2)[S:37][C:38]=1[C:39]([C:41]1[C:46]([F:47])=[CH:45][CH:44]=[CH:43][C:42]=1[F:48])=[O:40].[N+:54](C1C=CC(C(Cl)=O)=CC=1)([O-:56])=[O:55], predict the reaction product. The product is: [NH2:33][C:34]1[N:35]=[C:36]([NH:49][CH:50]2[CH2:51][N:52]([C:7](=[O:8])[C:9]3[CH:14]=[CH:13][CH:12]=[C:11]([N+:54]([O-:56])=[O:55])[CH:10]=3)[CH2:53]2)[S:37][C:38]=1[C:39]([C:41]1[C:46]([F:47])=[CH:45][CH:44]=[CH:43][C:42]=1[F:48])=[O:40]. (6) Given the reactants Cl[C:2]1[C:11]2[C:6](=[C:7]([O:13][C:14]3[C:19]([C:20]4[CH:25]=[CH:24][N:23]=[C:22]([NH:26][CH3:27])[N:21]=4)=[CH:18][CH:17]=[CH:16][N:15]=3)[C:8]([CH3:12])=[CH:9][CH:10]=2)[CH:5]=[CH:4][N:3]=1.[F:28][C:29]([F:39])([F:38])[O:30][C:31]1[CH:32]=[C:33]([CH:35]=[CH:36][CH:37]=1)[NH2:34].Cl.N, predict the reaction product. The product is: [CH3:12][C:8]1[C:7]([O:13][C:14]2[C:19]([C:20]3[CH:25]=[CH:24][N:23]=[C:22]([NH:26][CH3:27])[N:21]=3)=[CH:18][CH:17]=[CH:16][N:15]=2)=[C:6]2[C:11](=[CH:10][CH:9]=1)[C:2]([NH:34][C:33]1[CH:35]=[CH:36][CH:37]=[C:31]([O:30][C:29]([F:28])([F:38])[F:39])[CH:32]=1)=[N:3][CH:4]=[CH:5]2.